This data is from Catalyst prediction with 721,799 reactions and 888 catalyst types from USPTO. The task is: Predict which catalyst facilitates the given reaction. (1) Reactant: [Cl:1][C:2]1[CH:7]=[CH:6][C:5]([C@:8]2([CH:21]([CH3:23])[CH3:22])[C@:10]3([C:18]4[C:13](=[CH:14][CH:15]=[C:16]([F:19])[CH:17]=4)[NH:12][C:11]3=[O:20])[CH2:9]2)=[CH:4][CH:3]=1.[CH3:24][O:25][C:26](=[O:35])[C:27]1[CH:32]=[C:31](I)[CH:30]=[C:29]([Br:34])[CH:28]=1.C([O-])([O-])=O.[K+].[K+].CNCCNC. Product: [CH3:24][O:25][C:26](=[O:35])[C:27]1[CH:32]=[C:31]([N:12]2[C:13]3[C:18](=[CH:17][C:16]([F:19])=[CH:15][CH:14]=3)[C@:10]3([CH2:9][C@:8]3([C:5]3[CH:4]=[CH:3][C:2]([Cl:1])=[CH:7][CH:6]=3)[CH:21]([CH3:23])[CH3:22])[C:11]2=[O:20])[CH:30]=[C:29]([Br:34])[CH:28]=1. The catalyst class is: 767. (2) Reactant: [CH3:1][S:2][C:3]1[CH:8]=[CH:7][C:6]([CH2:9][C:10]([OH:12])=[O:11])=[CH:5][CH:4]=1.[C:13]([O-])(O)=O.[Na+].IC. The catalyst class is: 3. Product: [CH3:13][O:11][C:10](=[O:12])[CH2:9][C:6]1[CH:5]=[CH:4][C:3]([S:2][CH3:1])=[CH:8][CH:7]=1. (3) Reactant: Cl[C:2]1[C:7]([N+:8]([O-:10])=[O:9])=[CH:6][CH:5]=[C:4]([Cl:11])[N:3]=1.[CH:12]1([C:15]2[NH:19][N:18]=[C:17]([NH2:20])[CH:16]=2)[CH2:14][CH2:13]1.C(N(C(C)C)CC)(C)C. Product: [Cl:11][C:4]1[N:3]=[C:2]([NH:20][C:17]2[CH:16]=[C:15]([CH:12]3[CH2:14][CH2:13]3)[NH:19][N:18]=2)[C:7]([N+:8]([O-:10])=[O:9])=[CH:6][CH:5]=1. The catalyst class is: 10. (4) Reactant: [Cl:1][C:2]1[CH:3]=[CH:4][C:5]([C:11]([F:14])([F:13])[F:12])=[C:6](B(O)O)[CH:7]=1.FC(F)(F)S(O[C:21]1[CH2:26][CH2:25][N:24]([C:27]([O:29][C:30]([CH3:33])([CH3:32])[CH3:31])=[O:28])[CH2:23][CH:22]=1)(=O)=O.C(=O)([O-])[O-].[Na+].[Na+].COCCOC. The catalyst class is: 257. Product: [Cl:1][C:2]1[CH:3]=[CH:4][C:5]([C:11]([F:14])([F:13])[F:12])=[C:6]([C:21]2[CH2:26][CH2:25][N:24]([C:27]([O:29][C:30]([CH3:33])([CH3:32])[CH3:31])=[O:28])[CH2:23][CH:22]=2)[CH:7]=1. (5) Reactant: C(OC([O:8][CH2:9][C@@:10]1([C:24]#[CH:25])[O:14][C@@H:13]([N:15]2[CH:23]=[C:21]([CH3:22])[C:19](=[O:20])[NH:18][C:16]2=[O:17])[CH:12]=[CH:11]1)=O)(C)(C)C.C(=O)([O-])[O-].[K+].[K+]. Product: [C:24]([C@:10]1([CH2:9][OH:8])[O:14][C@@H:13]([N:15]2[CH:23]=[C:21]([CH3:22])[C:19](=[O:20])[NH:18][C:16]2=[O:17])[CH:12]=[CH:11]1)#[CH:25]. The catalyst class is: 5. (6) Reactant: [CH3:1][O:2][CH2:3][C:4]1[O:5][CH:6]=[N:7][N:8]=1.[Li]CCCC.[N:14]#N.CCOCC.[C:21]([C@:28](N)([CH2:31][CH3:32])[CH:29]=[O:30])([O:23][C:24]([CH3:27])([CH3:26])[CH3:25])=[O:22]. The catalyst class is: 1. Product: [C:21]([CH:28]([CH2:31][CH3:32])[C@@:29]([NH2:14])([C:6]1[O:5][C:4]([CH2:3][O:2][CH3:1])=[N:8][N:7]=1)[OH:30])([O:23][C:24]([CH3:27])([CH3:26])[CH3:25])=[O:22]. (7) Reactant: C(=O)([O-])[O-].[Na+].[Na+].[F:7][C:8]1[CH:15]=[CH:14][C:11]([CH2:12][NH2:13])=[CH:10][CH:9]=1.Cl[C:17]1[CH:22]=[CH:21][N:20]=[CH:19][C:18]=1[N+:23]([O-:25])=[O:24]. Product: [F:7][C:8]1[CH:15]=[CH:14][C:11]([CH2:12][NH:13][C:17]2[CH:22]=[CH:21][N:20]=[CH:19][C:18]=2[N+:23]([O-:25])=[O:24])=[CH:10][CH:9]=1. The catalyst class is: 255. (8) Reactant: FF.[CH3:3][O:4][C@@H:5]1[C@H:10]([O:11][CH3:12])[C@@H:9]([O:13][CH3:14])[C@H:8]([CH3:15])[O:7][C@H:6]1[O:16][N:17]=[CH:18][C:19]1[CH:24]=[CH:23][C:22]([C:25]2[N:29]=[CH:28][N:27]([C:30]3[CH:35]=[CH:34][C:33]([OH:36])=[CH:32][N:31]=3)[N:26]=2)=[CH:21][CH:20]=1.[F:37][C:38]([F:45])([F:44])[C:39]([F:43])=[C:40]([F:42])[F:41].C(N(CC)CC)C. Product: [CH3:3][O:4][C@@H:5]1[C@H:10]([O:11][CH3:12])[C@@H:9]([O:13][CH3:14])[C@H:8]([CH3:15])[O:7][C@H:6]1[O:16][N:17]=[CH:18][C:19]1[CH:20]=[CH:21][C:22]([C:25]2[N:29]=[CH:28][N:27]([C:30]3[CH:35]=[CH:34][C:33]([O:36][C:40]([F:42])([F:41])[CH:39]([F:43])[C:38]([F:45])([F:44])[F:37])=[CH:32][N:31]=3)[N:26]=2)=[CH:23][CH:24]=1. The catalyst class is: 198. (9) The catalyst class is: 12. Reactant: Cl[C:2]1[N:3]=[N:4][CH:5]=[C:6]([N:9]2[CH2:14][CH2:13][CH:12]([C:15]3[CH:20]=[CH:19][CH:18]=[CH:17][CH:16]=3)[CH2:11][CH2:10]2)[C:7]=1[CH3:8].O.[NH2:22][NH2:23]. Product: [NH:22]([C:2]1[N:3]=[N:4][CH:5]=[C:6]([N:9]2[CH2:14][CH2:13][CH:12]([C:15]3[CH:20]=[CH:19][CH:18]=[CH:17][CH:16]=3)[CH2:11][CH2:10]2)[C:7]=1[CH3:8])[NH2:23]. (10) Reactant: O=[C:2]1[N:6]([C:7]2[CH:12]=[CH:11][CH:10]=[C:9]([C:13]([F:16])([F:15])[F:14])[CH:8]=2)[CH2:5][CH:4]([C:17](O)=[O:18])[CH2:3]1.[H-].[Al+3].[Li+].[H-].[H-].[H-]. Product: [F:15][C:13]([F:14])([F:16])[C:9]1[CH:8]=[C:7]([N:6]2[CH2:2][CH2:3][CH:4]([CH2:17][OH:18])[CH2:5]2)[CH:12]=[CH:11][CH:10]=1. The catalyst class is: 385.